From a dataset of Catalyst prediction with 721,799 reactions and 888 catalyst types from USPTO. Predict which catalyst facilitates the given reaction. (1) Reactant: [C:1]1([C:11](=[O:14])[CH2:12][CH3:13])[C:10]2[C:5](=[CH:6][CH:7]=[CH:8][CH:9]=2)[CH:4]=[CH:3][CH:2]=1.[Br-:15].[Br-].[Br-].C1([N+](C)(C)C)C=CC=CC=1.C1([N+](C)(C)C)C=CC=CC=1.C1([N+](C)(C)C)C=CC=CC=1. Product: [Br:15][CH:12]([CH3:13])[C:11]([C:1]1[C:10]2[C:5](=[CH:6][CH:7]=[CH:8][CH:9]=2)[CH:4]=[CH:3][CH:2]=1)=[O:14]. The catalyst class is: 57. (2) Reactant: [CH3:1][O:2][CH2:3][C:4]1[N:9]=[C:8]([S:10][CH3:11])[N:7]=[C:6]([OH:12])[CH:5]=1.C(N(CC)C(C)C)(C)C.[F:22][C:23]([F:36])([F:35])[S:24](O[S:24]([C:23]([F:36])([F:35])[F:22])(=[O:26])=[O:25])(=[O:26])=[O:25]. Product: [F:22][C:23]([F:36])([F:35])[S:24]([O:12][C:6]1[CH:5]=[C:4]([CH2:3][O:2][CH3:1])[N:9]=[C:8]([S:10][CH3:11])[N:7]=1)(=[O:26])=[O:25]. The catalyst class is: 4.